From a dataset of Forward reaction prediction with 1.9M reactions from USPTO patents (1976-2016). Predict the product of the given reaction. (1) Given the reactants C([O:3][C:4](=[O:20])[C@@H:5]([O:18][CH3:19])[CH2:6][C:7]1[CH:12]=[CH:11][C:10]([O:13][CH2:14][CH2:15][CH2:16]Br)=[CH:9][CH:8]=1)C.[F:21][C:22]1[CH:27]=[CH:26][C:25]([C:28]2[CH:33]=[CH:32][C:31]([OH:34])=[CH:30][CH:29]=2)=[CH:24][CH:23]=1.[OH-].[Na+], predict the reaction product. The product is: [F:21][C:22]1[CH:23]=[CH:24][C:25]([C:28]2[CH:33]=[CH:32][C:31]([O:34][CH2:16][CH2:15][CH2:14][O:13][C:10]3[CH:9]=[CH:8][C:7]([CH2:6][C@H:5]([O:18][CH3:19])[C:4]([OH:3])=[O:20])=[CH:12][CH:11]=3)=[CH:30][CH:29]=2)=[CH:26][CH:27]=1. (2) The product is: [CH2:9]([O:8][C:6](=[O:7])[C:5]([CH2:28][CH2:29][CH2:30][CH2:31][C:32]([CH3:41])([CH3:43])[CH2:33][OH:34])([CH2:11][CH2:12][CH2:13][CH2:14][C:15]([CH3:24])([CH3:26])[CH2:16][OH:17])[C:4]([O:3][CH2:1][CH3:2])=[O:45])[CH3:10]. Given the reactants [CH2:1]([O:3][C:4](=[O:45])[C:5]([CH2:28][CH2:29][CH2:30][CH2:31][C:32]([CH2:43]C)([CH2:41]C)[CH2:33][O:34]C1CCCCO1)([CH2:11][CH2:12][CH2:13][CH2:14][C:15]([CH2:26]C)([CH2:24]C)[CH2:16][O:17]C1CCCCO1)[C:6]([O:8][CH2:9][CH3:10])=[O:7])[CH3:2].C(O)C, predict the reaction product. (3) Given the reactants N#N.Cl.Cl.[Br:5][C:6]1[N:10]2[N:11]=[C:12]([N:15]3[CH2:20][CH2:19][NH:18][CH2:17][CH2:16]3)[CH:13]=[CH:14][C:9]2=[N:8][CH:7]=1.CCN(C(C)C)C(C)C.[N:30]([C:33]([CH3:36])([CH3:35])[CH3:34])=[C:31]=[O:32], predict the reaction product. The product is: [Br:5][C:6]1[N:10]2[N:11]=[C:12]([N:15]3[CH2:16][CH2:17][N:18]([C:31]([NH:30][C:33]([CH3:36])([CH3:35])[CH3:34])=[O:32])[CH2:19][CH2:20]3)[CH:13]=[CH:14][C:9]2=[N:8][CH:7]=1. (4) Given the reactants [CH3:1][O:2][C:3]1[CH:12]=[CH:11][C:10]([O:13][CH3:14])=[C:9]2[C:4]=1[C:5](=[O:30])[CH:6]=[C:7]([S:16][CH2:17][CH2:18][CH2:19][CH2:20][CH2:21][CH2:22][CH2:23][CH2:24][CH2:25][CH2:26][C:27]([OH:29])=[O:28])[C:8]2=[O:15].Cl.CN(C)[CH2:34][CH2:35][CH2:36]N=C=NCC.Cl.[Cl-].[Na+].S([O-])([O-])(=O)=O.[Na+].[Na+].[CH:53](Cl)(Cl)Cl, predict the reaction product. The product is: [CH2:34]([O:28][C:27](=[O:29])[CH2:26][CH2:25][CH2:24][CH2:23][CH2:22][CH2:21][CH2:20][CH2:19][CH2:18][CH2:17][S:16][C:7]1[C:8](=[O:15])[C:9]2[C:4]([C:5](=[O:30])[CH:6]=1)=[C:3]([O:2][CH3:1])[CH:12]=[CH:11][C:10]=2[O:13][CH3:14])[CH:35]([CH3:36])[CH3:53]. (5) Given the reactants [OH-].[Na+].[Br:3][C:4]1[CH:5]=[C:6]([C:18]([O:20]CC)=O)[C:7]2[CH:12]=[N:11][N:10]([CH:13]3[CH2:17][CH2:16][CH2:15][CH2:14]3)[C:8]=2[N:9]=1.[NH2:23][CH2:24][C:25]1[C:26](=[O:33])[NH:27][C:28]([CH3:32])=[CH:29][C:30]=1[CH3:31].C1CN([P+]([O:50]N2N=NC3C=CC=CC2=3)(N2CCCC2)N2CCCC2)CC1.F[P-](F)(F)(F)(F)F, predict the reaction product. The product is: [Br:3][C:4]1[CH:5]=[C:6]([C:18]([NH:23][CH2:24][C:25]2[C:26](=[O:33])[NH:27][C:28]([CH3:32])=[CH:29][C:30]=2[CH3:31])=[O:20])[C:7]2[CH:12]=[N:11][N:10]([CH:13]3[CH2:14][CH2:15][O:50][CH2:16][CH2:17]3)[C:8]=2[N:9]=1.